From a dataset of Forward reaction prediction with 1.9M reactions from USPTO patents (1976-2016). Predict the product of the given reaction. (1) Given the reactants Br[C:2]1[CH:11]=[CH:10][CH:9]=[C:8]2[C:3]=1[CH:4]=[CH:5][N:6]=[CH:7]2.C(=O)([O-])[O-].[Na+].[Na+].[C:18]1(B(O)O)[CH:23]=[CH:22][CH:21]=[CH:20][CH:19]=1, predict the reaction product. The product is: [C:18]1([C:2]2[CH:11]=[CH:10][CH:9]=[C:8]3[C:3]=2[CH:4]=[CH:5][N:6]=[CH:7]3)[CH:23]=[CH:22][CH:21]=[CH:20][CH:19]=1. (2) Given the reactants [CH3:1][O:2][C:3]1[CH:30]=[C:29]([O:31][CH3:32])[CH:28]=[CH:27][C:4]=1[CH2:5][N:6]1[C:10](=[O:11])[CH2:9][N:8]([CH2:12][C:13]2[S:14][C:15]([C:18](=O)[CH2:19][CH2:20][CH:21]([CH3:23])[CH3:22])=[CH:16][CH:17]=2)[S:7]1(=[O:26])=[O:25].[OH2:33].Cl.[NH2:35]O, predict the reaction product. The product is: [CH3:1][O:2][C:3]1[CH:30]=[C:29]([O:31][CH3:32])[CH:28]=[CH:27][C:4]=1[CH2:5][N:6]1[C:10](=[O:11])[CH2:9][N:8]([CH2:12][C:13]2[S:14][C:15]([C:18](=[N:35][OH:33])[CH2:19][CH2:20][CH:21]([CH3:23])[CH3:22])=[CH:16][CH:17]=2)[S:7]1(=[O:25])=[O:26]. (3) Given the reactants [Si]([O:8][CH2:9][CH2:10][N:11]1[CH2:15][C@H:14]([CH:16]([CH3:18])[CH3:17])[N:13]([C:19]2[CH:24]=[CH:23][N:22]3[N:25]=[CH:26][C:27]([C:28]4[CH:33]=[CH:32][C:31]([C:34]5[N:38]=[CH:37][N:36]([CH2:39][O:40][CH2:41][CH2:42][Si:43]([CH3:46])([CH3:45])[CH3:44])[N:35]=5)=[CH:30][CH:29]=4)=[C:21]3[N:20]=2)[C:12]1=[O:47])(C(C)(C)C)(C)C.[F-].C([N+](CCCC)(CCCC)CCCC)CCC.O, predict the reaction product. The product is: [OH:8][CH2:9][CH2:10][N:11]1[CH2:15][C@H:14]([CH:16]([CH3:18])[CH3:17])[N:13]([C:19]2[CH:24]=[CH:23][N:22]3[N:25]=[CH:26][C:27]([C:28]4[CH:29]=[CH:30][C:31]([C:34]5[N:38]=[CH:37][N:36]([CH2:39][O:40][CH2:41][CH2:42][Si:43]([CH3:45])([CH3:44])[CH3:46])[N:35]=5)=[CH:32][CH:33]=4)=[C:21]3[N:20]=2)[C:12]1=[O:47]. (4) The product is: [C:7]([CH:6]1[CH2:4][CH:3]([NH:12][C:10](=[O:16])[CH3:11])[CH2:2][CH2:1][O:9]1)#[CH:8]. Given the reactants [CH2:1](O)[CH2:2][CH:3]=[CH2:4].[CH:6](=[O:9])[C:7]#[CH:8].[C:10](#[N:12])[CH3:11].FC(F)(F)S([O-])(=O)=[O:16].[Bi+3].FC(F)(F)S([O-])(=O)=O.FC(F)(F)S([O-])(=O)=O, predict the reaction product. (5) Given the reactants [CH3:1][N:2]1[CH:6]=[CH:5][C:4]([NH2:7])=[N:3]1.[N:8]1[CH:13]=[CH:12]C=[CH:10][CH:9]=1.[Cl:14][C:15]1[CH:16]=[C:17]([CH:31]=[CH:32][C:33]=1[C:34]#[N:35])[O:18][C:19]1[CH:24]=[CH:23][C:22]([S:25](Cl)(=[O:27])=[O:26])=[CH:21][C:20]=1[C:29]#[N:30], predict the reaction product. The product is: [CH2:9]([NH:8][CH2:13][CH3:12])[CH3:10].[Cl:14][C:15]1[CH:16]=[C:17]([CH:31]=[CH:32][C:33]=1[C:34]#[N:35])[O:18][C:19]1[CH:24]=[CH:23][C:22]([S:25]([NH:7][C:4]2[CH:5]=[CH:6][N:2]([CH3:1])[N:3]=2)(=[O:27])=[O:26])=[CH:21][C:20]=1[C:29]#[N:30]. (6) Given the reactants [CH:1]1[C:2]([CH2:19][C:20]([OH:22])=[O:21])=[CH:3][C:4]([I:18])=[C:5]([O:8][C:9]2[CH:10]=[C:11]([I:17])[C:12]([OH:16])=[C:13]([I:15])[CH:14]=2)[C:6]=1[I:7].O=S(Cl)Cl.O.[CH3:28]O, predict the reaction product. The product is: [CH3:28][O:21][C:20](=[O:22])[CH2:19][C:2]1[CH:1]=[C:6]([I:7])[C:5]([O:8][C:9]2[CH:10]=[C:11]([I:17])[C:12]([OH:16])=[C:13]([I:15])[CH:14]=2)=[C:4]([I:18])[CH:3]=1. (7) Given the reactants [C:1]1([OH:7])[CH:6]=[CH:5][CH:4]=[CH:3][CH:2]=1.[NH:8]=[N+:9]=[N-:10].[CH2:11]([C@H:18]([NH:25]C(=O)OC(C)(C)C)[C@@H:19](O)[CH2:20]CCC)[C:12]1[CH:17]=[CH:16][CH:15]=[CH:14][CH:13]=1, predict the reaction product. The product is: [N:8]([C@@H:19]([CH2:20][O:7][C:1]1[CH:6]=[CH:5][CH:4]=[CH:3][CH:2]=1)[C@@H:18]([NH2:25])[CH2:11][C:12]1[CH:17]=[CH:16][CH:15]=[CH:14][CH:13]=1)=[N+:9]=[N-:10].